Dataset: Full USPTO retrosynthesis dataset with 1.9M reactions from patents (1976-2016). Task: Predict the reactants needed to synthesize the given product. (1) Given the product [OH:16][C:10]([C:12]([F:15])([F:14])[F:13])=[O:11].[CH2:1]([NH:3][C:4](=[O:5])[OH:6])[CH3:2], predict the reactants needed to synthesize it. The reactants are: [CH2:1]([NH:3][C:4](=[O:6])[O-:5])[CH3:2].C(Cl)Cl.[C:10]([OH:16])([C:12]([F:15])([F:14])[F:13])=[O:11]. (2) Given the product [Cl-:1].[CH2:14]([N:5]1[C:6]2[CH:11]=[C:10]([CH2:12][NH2:13])[S:9][C:7]=2[CH:8]=[N:4]1)[CH3:15], predict the reactants needed to synthesize it. The reactants are: [Cl-:1].C([N:4]1[CH:8]=[C:7]2[S:9][C:10]([CH2:12][NH3+:13])=[CH:11][C:6]2=[N:5]1)C.[CH2:14](N1C2C=C(C(OC)=O)SC=2C=N1)[CH3:15].Cl.S1C2C=CN=CC=2C=C1CN. (3) Given the product [CH3:11][N:7]1[CH:6]=[C:5]2[C:9]([CH:10]=[C:2]([C:26]3[N:27]=[CH:28][S:29][CH:30]=3)[CH:3]=[C:4]2[O:12][C@@H:13]([C@H:15]2[CH2:19][NH:18][C:17](=[O:20])[CH2:16]2)[CH3:14])=[N:8]1, predict the reactants needed to synthesize it. The reactants are: Br[C:2]1[CH:3]=[C:4]([O:12][C@@H:13]([C@H:15]2[CH2:19][NH:18][C:17](=[O:20])[CH2:16]2)[CH3:14])[C:5]2[C:9]([CH:10]=1)=[N:8][N:7]([CH3:11])[CH:6]=2.C([Sn](CCCC)(CCCC)[C:26]1[N:27]=[CH:28][S:29][CH:30]=1)CCC. (4) Given the product [CH3:26][C:3]1[CH:4]=[C:5]([CH2:9][CH2:10][C:11]([C:13]2[S:14][C:15]([CH2:24][CH3:25])=[C:16]([C:18]3[CH:23]=[CH:22][CH:21]=[CH:20][CH:19]=3)[CH:17]=2)=[O:12])[CH:6]=[C:7]([CH3:8])[C:2]=1[O:1][CH2:27][CH:29]1[CH2:30][O:31]1, predict the reactants needed to synthesize it. The reactants are: [OH:1][C:2]1[C:7]([CH3:8])=[CH:6][C:5]([CH2:9][CH2:10][C:11]([C:13]2[S:14][C:15]([CH2:24][CH3:25])=[C:16]([C:18]3[CH:23]=[CH:22][CH:21]=[CH:20][CH:19]=3)[CH:17]=2)=[O:12])=[CH:4][C:3]=1[CH3:26].[CH2:27]([CH:29]1[O:31][CH2:30]1)Cl. (5) Given the product [F:18][C:19]1[CH:27]=[CH:26][C:22]([C:23]([N:14]2[CH2:15][CH2:16][CH2:17][C@H:12]([C:9]3[N:8]=[C:7]([C:3]4[NH:2][CH:6]=[CH:5][CH:4]=4)[O:11][N:10]=3)[CH2:13]2)=[O:24])=[CH:21][CH:20]=1, predict the reactants needed to synthesize it. The reactants are: Cl.[NH:2]1[CH:6]=[CH:5][CH:4]=[C:3]1[C:7]1[O:11][N:10]=[C:9]([C@H:12]2[CH2:17][CH2:16][CH2:15][NH:14][CH2:13]2)[N:8]=1.[F:18][C:19]1[CH:27]=[CH:26][C:22]([C:23](Cl)=[O:24])=[CH:21][CH:20]=1. (6) Given the product [CH3:17][O:16][C:10]1[CH:11]=[CH:12][C:13]([CH2:14][NH2:15])=[CH:8][CH:9]=1, predict the reactants needed to synthesize it. The reactants are: ClC1C([C:8]2[C:13]([CH2:14][NH2:15])=[CH:12][CH:11]=[C:10]([O:16][CH3:17])[CH:9]=2)=NC=CN=1.BrN1C(=O)CCC1=O. (7) Given the product [CH:15]1([C@@:18]23[C@H:25]([N:12]4[CH2:13][CH2:14][CH:9]([C:4]5[CH:5]=[CH:6][CH:7]=[CH:8][C:3]=5[O:2][CH3:1])[CH2:10][CH2:11]4)[CH2:24][C:23](=[O:26])[N:22]2[C@@H:21]([C:27]2[CH:28]=[CH:29][CH:30]=[CH:31][CH:32]=2)[CH2:20][O:19]3)[CH2:17][CH2:16]1, predict the reactants needed to synthesize it. The reactants are: [CH3:1][O:2][C:3]1[CH:8]=[CH:7][CH:6]=[CH:5][C:4]=1[CH:9]1[CH2:14][CH2:13][NH:12][CH2:11][CH2:10]1.[CH:15]1([C@@:18]23[CH:25]=[CH:24][C:23](=[O:26])[N:22]2[C@@H:21]([C:27]2[CH:32]=[CH:31][CH:30]=[CH:29][CH:28]=2)[CH2:20][O:19]3)[CH2:17][CH2:16]1.O. (8) Given the product [C:1]([O:5][C:6](=[O:25])[NH:7][C:8]1[CH:13]=[C:12]([O:14][CH2:15][C:16]([F:18])([F:17])[F:19])[C:11]([C:20]([F:22])([F:23])[F:21])=[CH:10][C:9]=1[NH:24][C:31](=[O:30])[CH2:32][C:33]([C:35]1[CH:40]=[CH:39][CH:38]=[C:37]([C:41]2[CH:46]=[CH:45][N:44]=[C:43]([CH3:47])[CH:42]=2)[CH:36]=1)=[O:34])([CH3:4])([CH3:2])[CH3:3], predict the reactants needed to synthesize it. The reactants are: [C:1]([O:5][C:6](=[O:25])[NH:7][C:8]1[CH:13]=[C:12]([O:14][CH2:15][C:16]([F:19])([F:18])[F:17])[C:11]([C:20]([F:23])([F:22])[F:21])=[CH:10][C:9]=1[NH2:24])([CH3:4])([CH3:3])[CH3:2].C([O:30][C:31](=O)[CH2:32][C:33]([C:35]1[CH:40]=[CH:39][CH:38]=[C:37]([C:41]2[CH:46]=[CH:45][N:44]=[C:43]([CH3:47])[CH:42]=2)[CH:36]=1)=[O:34])(C)(C)C. (9) Given the product [NH2:20][CH:16]1[CH2:17][CH2:18][CH2:19][N:14]([C:12]([C:8]2[CH:7]=[C:6]3[C:11]([C:2]([NH:28][CH2:29][C:30]4[CH:31]=[C:32]([CH:36]=[CH:37][CH:38]=4)[C:33]([NH2:35])=[NH:34])=[N:3][CH:4]=[N:5]3)=[CH:10][CH:9]=2)=[O:13])[CH2:15]1, predict the reactants needed to synthesize it. The reactants are: Cl[C:2]1[C:11]2[C:6](=[CH:7][C:8]([C:12]([N:14]3[CH2:19][CH2:18][CH2:17][CH:16]([NH:20]C(OC(C)(C)C)=O)[CH2:15]3)=[O:13])=[CH:9][CH:10]=2)[N:5]=[CH:4][N:3]=1.[NH2:28][CH2:29][C:30]1[CH:31]=[C:32]([CH:36]=[CH:37][CH:38]=1)[C:33]([NH2:35])=[NH:34].C(N(CC)C(C)C)(C)C.ClCCl.FC(F)(F)C(O)=O. (10) Given the product [CH3:1][O:2][C:3](=[O:36])[CH:4]([NH:6][C:7]1[CH:12]=[CH:11][C:10]([CH2:13][N:14]2[CH:18]=[C:17]([C:19]3[CH:24]=[CH:23][C:22]([Cl:25])=[CH:21][C:20]=3[Cl:26])[N:16]=[C:15]2/[CH:27]=[CH:28]/[C:29]2[CH:34]=[CH:33][C:32]([C:41]3[CH:42]=[CH:43][CH:44]=[C:39]([C:38]([F:49])([F:48])[F:37])[CH:40]=3)=[CH:31][CH:30]=2)=[CH:9][CH:8]=1)[CH3:5], predict the reactants needed to synthesize it. The reactants are: [CH3:1][O:2][C:3](=[O:36])[CH:4]([NH:6][C:7]1[CH:12]=[CH:11][C:10]([CH2:13][N:14]2[CH:18]=[C:17]([C:19]3[CH:24]=[CH:23][C:22]([Cl:25])=[CH:21][C:20]=3[Cl:26])[N:16]=[C:15]2[CH:27]=[CH:28][C:29]2[CH:34]=[CH:33][C:32](Br)=[CH:31][CH:30]=2)=[CH:9][CH:8]=1)[CH3:5].[F:37][C:38]([F:49])([F:48])[C:39]1[CH:44]=[CH:43][C:42](B(O)O)=[CH:41][CH:40]=1.